Dataset: Full USPTO retrosynthesis dataset with 1.9M reactions from patents (1976-2016). Task: Predict the reactants needed to synthesize the given product. (1) Given the product [F:1][C:2]1[CH:17]=[CH:16][CH:15]=[C:14]([C:18]([F:21])([F:19])[F:20])[C:3]=1[CH2:4][N:5]1[C:10]([CH3:11])=[C:9]([I:22])[C:8](=[O:12])[NH:7][C:6]1=[O:13], predict the reactants needed to synthesize it. The reactants are: [F:1][C:2]1[CH:17]=[CH:16][CH:15]=[C:14]([C:18]([F:21])([F:20])[F:19])[C:3]=1[CH2:4][N:5]1[C:10]([CH3:11])=[CH:9][C:8](=[O:12])[NH:7][C:6]1=[O:13].[I:22]Cl. (2) The reactants are: Cl[C:2]1[CH:7]=[C:6]([C:8]2[N:13]=[C:12]([C:14]3[CH:19]=[CH:18][C:17]([C:20]([F:23])([F:22])[F:21])=[C:16]([O:24][CH2:25][C:26]([F:29])([F:28])[F:27])[CH:15]=3)[CH:11]=[C:10]([C:30]([F:33])([F:32])[F:31])[N:9]=2)[CH:5]=[CH:4][N:3]=1.[NH2:34][C:35]1[CH:40]=[CH:39][C:38](B2OC(C)(C)C(C)(C)O2)=[CH:37][N:36]=1. Given the product [F:27][C:26]([F:29])([F:28])[CH2:25][O:24][C:16]1[CH:15]=[C:14]([C:12]2[CH:11]=[C:10]([C:30]([F:33])([F:32])[F:31])[N:9]=[C:8]([C:6]3[CH:5]=[CH:4][N:3]=[C:2]([C:38]4[CH:37]=[N:36][C:35]([NH2:34])=[CH:40][CH:39]=4)[CH:7]=3)[N:13]=2)[CH:19]=[CH:18][C:17]=1[C:20]([F:23])([F:22])[F:21], predict the reactants needed to synthesize it. (3) Given the product [O:17]1[C:21]2[CH:22]=[CH:23][CH:24]=[CH:25][C:20]=2[CH:19]=[C:18]1[C:2]1[CH:3]=[C:4]2[C:9](=[CH:10][CH:11]=1)[C:8]([Cl:12])=[C:7]([O:13][CH2:14][C:15]#[N:16])[CH:6]=[CH:5]2, predict the reactants needed to synthesize it. The reactants are: Br[C:2]1[CH:3]=[C:4]2[C:9](=[CH:10][CH:11]=1)[C:8]([Cl:12])=[C:7]([O:13][CH2:14][C:15]#[N:16])[CH:6]=[CH:5]2.[O:17]1[C:21]2[CH:22]=[CH:23][CH:24]=[CH:25][C:20]=2[CH:19]=[C:18]1B(O)O.ClCCl.C(=O)([O-])[O-].[K+].[K+]. (4) Given the product [Cl:13][C:14]1[N:15]=[N:16][C:17]([N:10]2[CH2:11][CH2:12][C:6]3([O:5][CH2:4][CH2:3][N:2]([CH3:1])[CH2:7]3)[CH2:8][CH2:9]2)=[CH:18][CH:19]=1, predict the reactants needed to synthesize it. The reactants are: [CH3:1][N:2]1[CH2:7][C:6]2([CH2:12][CH2:11][NH:10][CH2:9][CH2:8]2)[O:5][CH2:4][CH2:3]1.[Cl:13][C:14]1[N:15]=[N:16][C:17](Cl)=[CH:18][CH:19]=1.C(N(CC)CC)C. (5) The reactants are: [CH3:1][O:2][C:3]1[CH:4]=[N:5][C:6]([CH:9]2[CH2:13][CH2:12][N:11](C(OC(C)(C)C)=O)[CH2:10]2)=[N:7][CH:8]=1.C(O)(C(F)(F)F)=O. Given the product [CH3:1][O:2][C:3]1[CH:8]=[N:7][C:6]([CH:9]2[CH2:13][CH2:12][NH:11][CH2:10]2)=[N:5][CH:4]=1, predict the reactants needed to synthesize it. (6) Given the product [CH2:13]([C:17]1[CH:18]=[C:19]([C:48]2[CH:53]=[CH:52][CH:51]=[CH:50][C:49]=2[C:54]2[NH:3][C:4](=[O:7])[O:5][N:55]=2)[CH:20]=[CH:21][C:22]=1[CH2:23][N:24]1[C:29]2[S:30][C:31]([CH2:33][CH3:34])=[CH:32][C:28]=2[C:27](=[O:35])[N:26]([CH2:36][C:37]([C:39]2[CH:40]=[CH:41][C:42]([O:45][CH3:46])=[CH:43][CH:44]=2)=[O:38])[C:25]1=[O:47])[CH2:14][CH2:15][CH3:16], predict the reactants needed to synthesize it. The reactants are: [Cl-].O[NH3+:3].[C:4](=[O:7])([O-])[OH:5].[Na+].CS(C)=O.[CH2:13]([C:17]1[CH:18]=[C:19]([C:48]2[C:49]([C:54]#[N:55])=[CH:50][CH:51]=[CH:52][CH:53]=2)[CH:20]=[CH:21][C:22]=1[CH2:23][N:24]1[C:29]2[S:30][C:31]([CH2:33][CH3:34])=[CH:32][C:28]=2[C:27](=[O:35])[N:26]([CH2:36][C:37]([C:39]2[CH:44]=[CH:43][C:42]([O:45][CH3:46])=[CH:41][CH:40]=2)=[O:38])[C:25]1=[O:47])[CH2:14][CH2:15][CH3:16].